Predict which catalyst facilitates the given reaction. From a dataset of Catalyst prediction with 721,799 reactions and 888 catalyst types from USPTO. (1) Reactant: [CH2:1]([C:3]1[CH:8]=[C:7]([CH3:9])[CH:6]=[C:5]([CH2:10][CH3:11])[C:4]=1[C:12]1[C:13](=[O:22])[N:14]([CH3:21])[N:15]=[C:16]([CH3:20])[C:17]=1SC)[CH3:2].[C:23](=O)([O-])O.[Na+].ClC1C=CC=C(C(OO)=O)C=1.[S:39]([O-:42])([O-])=[O:40].[Na+].[Na+]. Product: [CH2:1]([C:3]1[CH:8]=[C:7]([CH3:9])[CH:6]=[C:5]([CH2:10][CH3:11])[C:4]=1[C:12]1[C:13](=[O:22])[N:14]([CH3:21])[N:15]=[C:16]([CH3:20])[C:17]=1[S:39]([CH3:23])(=[O:42])=[O:40])[CH3:2]. The catalyst class is: 22. (2) Reactant: [C:1]([C:4]1[C:11]([OH:12])=[CH:10][C:7]([C:8]#[N:9])=[C:6]([Cl:13])[CH:5]=1)(=[O:3])[CH3:2].[I:14]N1C(=O)CCC1=O. Product: [C:1]([C:4]1[CH:5]=[C:6]([Cl:13])[C:7]([C:8]#[N:9])=[C:10]([I:14])[C:11]=1[OH:12])(=[O:3])[CH3:2]. The catalyst class is: 15. (3) Reactant: C[O:2][C:3](=O)[C:4]1[CH:9]=[CH:8][C:7]([NH:10][C:11](=[O:29])[CH:12]([C:19]2[CH:24]=[CH:23][C:22]([S:25]([CH3:28])(=[O:27])=[O:26])=[CH:21][CH:20]=2)[CH2:13][CH:14]2[CH2:18][CH2:17][CH2:16][CH2:15]2)=[N:6][CH:5]=1.[H-].[Al+3].[Li+].[H-].[H-].[H-]. Product: [CH:14]1([CH2:13][CH:12]([C:19]2[CH:24]=[CH:23][C:22]([S:25]([CH3:28])(=[O:27])=[O:26])=[CH:21][CH:20]=2)[C:11]([NH:10][C:7]2[CH:8]=[CH:9][C:4]([CH2:3][OH:2])=[CH:5][N:6]=2)=[O:29])[CH2:15][CH2:16][CH2:17][CH2:18]1. The catalyst class is: 27. (4) Reactant: [C:1]([O:5][C:6]([N:8]1[CH2:13][C:12]([F:15])([F:14])[CH2:11][CH:10]([C:16]([OH:18])=O)[CH2:9]1)=[O:7])([CH3:4])([CH3:3])[CH3:2].[C:19](N1C=CN=C1)([N:21]1C=CN=[CH:22]1)=O.Cl.CNC.C(N(CC)CC)C. Product: [CH3:19][N:21]([CH3:22])[C:16]([CH:10]1[CH2:9][N:8]([C:6]([O:5][C:1]([CH3:4])([CH3:3])[CH3:2])=[O:7])[CH2:13][C:12]([F:15])([F:14])[CH2:11]1)=[O:18]. The catalyst class is: 42. (5) Reactant: [NH2:1][C@@H:2]1[CH2:7][CH2:6][N:5]([C:8]2[C:9]([Cl:40])=[C:10]([NH:16][C:17]3[N:22]=[C:21]([N:23](CC)[CH2:24][C:25]4C=CC(OC)=CC=4)[C:20]4=[N:35][CH:36]=[C:37]([C:38]#[N:39])[N:19]4[N:18]=3)[CH:11]=[C:12]([C:14]#[N:15])[CH:13]=2)[CH2:4][C@H:3]1[OH:41].C1(OC)C=CC=CC=1.C(O)(C(F)(F)F)=O. Product: [NH2:1][C@@H:2]1[CH2:7][CH2:6][N:5]([C:8]2[C:9]([Cl:40])=[C:10]([NH:16][C:17]3[N:22]=[C:21]([NH:23][CH2:24][CH3:25])[C:20]4=[N:35][CH:36]=[C:37]([C:38]#[N:39])[N:19]4[N:18]=3)[CH:11]=[C:12]([C:14]#[N:15])[CH:13]=2)[CH2:4][C@H:3]1[OH:41]. The catalyst class is: 26.